Predict the reactants needed to synthesize the given product. From a dataset of Full USPTO retrosynthesis dataset with 1.9M reactions from patents (1976-2016). (1) Given the product [OH:4][CH:1]1[O:5][CH2:16][CH2:15][N:14]([CH2:13][C:12]2[CH:18]=[CH:19][C:9]([N+:6]([O-:8])=[O:7])=[CH:10][CH:11]=2)[C:2]1=[O:3], predict the reactants needed to synthesize it. The reactants are: [C:1]([OH:5])(=[O:4])[CH:2]=[O:3].[N+:6]([C:9]1[CH:19]=[CH:18][C:12]([CH2:13][NH:14][CH2:15][CH2:16]O)=[CH:11][CH:10]=1)([O-:8])=[O:7].O. (2) Given the product [Br:20][C:5]1[C:4]([C:3]([OH:2])=[O:21])=[CH:9][C:8]2[NH:10][C:15](=[O:16])[CH2:14][S:13][C:7]=2[CH:6]=1, predict the reactants needed to synthesize it. The reactants are: C[O:2][C:3](=[O:21])[C:4]1[CH:9]=[C:8]([N+:10]([O-])=O)[C:7]([S:13][CH2:14][C:15](OCC)=[O:16])=[CH:6][C:5]=1[Br:20].COC(=O)C1C=C([N+]([O-])=O)C(F)=CC=1Br.CCN(CC)CC.C(OC(=O)CS)C. (3) Given the product [Cl:1][C:2]1[CH:3]=[C:4]([CH:7]=[C:8]([F:11])[C:9]=1[O:10][CH2:15][CH3:16])[CH:5]=[O:6], predict the reactants needed to synthesize it. The reactants are: [Cl:1][C:2]1[CH:3]=[C:4]([CH:7]=[C:8]([F:11])[C:9]=1[OH:10])[CH:5]=[O:6].[OH-].[K+].I[CH2:15][CH3:16].